This data is from Full USPTO retrosynthesis dataset with 1.9M reactions from patents (1976-2016). The task is: Predict the reactants needed to synthesize the given product. (1) Given the product [Si:20]([O:1][C:2]1[CH:3]=[C:4]([CH:7]=[CH:8][CH:9]=1)[CH:5]=[O:6])([C:16]([CH3:19])([CH3:18])[CH3:17])([CH3:23])[CH3:22], predict the reactants needed to synthesize it. The reactants are: [OH:1][C:2]1[CH:3]=[C:4]([CH:7]=[CH:8][CH:9]=1)[CH:5]=[O:6].C(=O)([O-])[O-].[K+].[K+].[C:16]([Si:20]([CH3:23])([CH3:22])Cl)([CH3:19])([CH3:18])[CH3:17].C(OCC)(=O)C. (2) Given the product [F:1][C:2]1[CH:7]=[CH:6][C:5]([F:8])=[CH:4][C:3]=1[CH:9]([S:22]([C:25]1[CH:26]=[CH:27][C:28]([F:31])=[CH:29][CH:30]=1)(=[O:24])=[O:23])[C:10]1[C:11]([CH3:21])=[CH:12][C:13]([C:16]([NH:18][CH2:19][O:20][CH2:38][C:34]2[CH:33]=[N:32][CH:37]=[CH:36][CH:35]=2)=[O:17])=[N:14][CH:15]=1, predict the reactants needed to synthesize it. The reactants are: [F:1][C:2]1[CH:7]=[CH:6][C:5]([F:8])=[CH:4][C:3]=1[CH:9]([S:22]([C:25]1[CH:30]=[CH:29][C:28]([F:31])=[CH:27][CH:26]=1)(=[O:24])=[O:23])[C:10]1[C:11]([CH3:21])=[CH:12][C:13]([C:16]([NH:18][CH2:19][OH:20])=[O:17])=[N:14][CH:15]=1.[N:32]1[CH:37]=[CH:36][CH:35]=[C:34]([CH2:38]O)[CH:33]=1.O.O.C1(C)C=CC(S(O)(=O)=O)=CC=1. (3) Given the product [Cl:1][C:2]1[CH:3]=[C:4]([CH2:17][N:19]2[C:23]([CH3:24])=[CH:22][C:21]([C:33]([O:32][CH2:31][CH3:30])=[O:34])=[N:20]2)[C:5]2[O:9][C:8]([CH:10]3[CH2:15][CH2:14][CH2:13][CH2:12][CH2:11]3)=[CH:7][C:6]=2[CH:16]=1, predict the reactants needed to synthesize it. The reactants are: [Cl:1][C:2]1[CH:3]=[C:4]([CH2:17]I)[C:5]2[O:9][C:8]([CH:10]3[CH2:15][CH2:14][CH2:13][CH2:12][CH2:11]3)=[CH:7][C:6]=2[CH:16]=1.[NH:19]1[CH:23]=[CH:22][CH:21]=[N:20]1.[C:24]([O-])([O-])=O.[K+].[K+].[CH3:30][CH2:31][O:32][C:33](C)=[O:34]. (4) Given the product [Cl:10][C:4]1[C:3]([CH2:11][CH3:12])=[C:2]([NH:13][C@H:14]([C@@H:15]([OH:16])[CH3:17])[C:18]([OH:20])=[O:19])[CH:9]=[CH:8][C:5]=1[C:6]#[N:7], predict the reactants needed to synthesize it. The reactants are: F[C:2]1[CH:9]=[CH:8][C:5]([C:6]#[N:7])=[C:4]([Cl:10])[C:3]=1[CH2:11][CH3:12].[NH2:13][C@@H:14]([C:18]([OH:20])=[O:19])[C@H:15]([CH3:17])[OH:16].C(=O)([O-])[O-].[K+].[K+].O.C(O)(=O)CC(CC(O)=O)(C(O)=O)O. (5) Given the product [C:1]([O:5][C:6]([NH:8][C@@H:9]1[CH2:18][C:17]2[N:16]=[CH:15][C:14]([C:19]([OH:21])=[O:20])=[CH:13][C:12]=2[NH:11][C:10]1=[O:23])=[O:7])([CH3:4])([CH3:2])[CH3:3], predict the reactants needed to synthesize it. The reactants are: [C:1]([O:5][C:6]([NH:8][C@@H:9]1[CH2:18][C:17]2[N:16]=[CH:15][C:14]([C:19]([O:21]C)=[O:20])=[CH:13][C:12]=2[NH:11][C:10]1=[O:23])=[O:7])([CH3:4])([CH3:3])[CH3:2].[OH-].[Na+]. (6) The reactants are: [F:1][C:2]1[CH:7]=[CH:6][C:5]([C:8]2[CH:9]=[CH:10][C:11]3[N:12]([N:14]=[CH:15][C:16]=3I)[CH:13]=2)=[CH:4][CH:3]=1.[NH2:18][C:19]1[CH:20]=[C:21](B2OC(C)(C)C(C)(C)O2)[CH:22]=[CH:23][CH:24]=1. Given the product [F:1][C:2]1[CH:7]=[CH:6][C:5]([C:8]2[CH:9]=[CH:10][C:11]3[N:12]([N:14]=[CH:15][C:16]=3[C:23]3[CH:24]=[C:19]([NH2:18])[CH:20]=[CH:21][CH:22]=3)[CH:13]=2)=[CH:4][CH:3]=1, predict the reactants needed to synthesize it. (7) Given the product [C:49]([N:56]1[CH2:57][CH2:58][O:59][CH:19]([CH2:14][O:34][C:35]2[CH:36]=[CH:37][C:38]3[O:42][C:41]([C:43]([O:45][CH2:46][CH3:47])=[O:44])=[CH:40][C:39]=3[CH:48]=2)[CH2:18]1)([O:51][C:52]([CH3:53])([CH3:54])[CH3:55])=[O:50], predict the reactants needed to synthesize it. The reactants are: C1(P([C:14]2[CH:19]=[CH:18]C=CC=2)C2C=CC=CC=2)C=CC=CC=1.N(C(OC(C)C)=O)=NC(OC(C)C)=O.[OH:34][C:35]1[CH:36]=[CH:37][C:38]2[O:42][C:41]([C:43]([O:45][CH2:46][CH3:47])=[O:44])=[CH:40][C:39]=2[CH:48]=1.[C:49]([N:56]1CC[O:59][CH2:58][CH:57]1C(O)=O)([O:51][C:52]([CH3:55])([CH3:54])[CH3:53])=[O:50]. (8) Given the product [NH2:26][S:23]([C:20]1[CH:19]=[CH:18][C:17]([NH:16][C:1](=[O:6])[C:2]([CH3:4])=[CH2:3])=[CH:22][CH:21]=1)(=[O:24])=[O:25], predict the reactants needed to synthesize it. The reactants are: [C:1]([OH:6])(=O)[C:2]([CH3:4])=[CH2:3].C(OCCCl)=O.C(#N)C.[NH2:16][C:17]1[CH:22]=[CH:21][C:20]([S:23]([NH2:26])(=[O:25])=[O:24])=[CH:19][CH:18]=1.